Dataset: NCI-60 drug combinations with 297,098 pairs across 59 cell lines. Task: Regression. Given two drug SMILES strings and cell line genomic features, predict the synergy score measuring deviation from expected non-interaction effect. (1) Drug 1: CC1C(C(=O)NC(C(=O)N2CCCC2C(=O)N(CC(=O)N(C(C(=O)O1)C(C)C)C)C)C(C)C)NC(=O)C3=C4C(=C(C=C3)C)OC5=C(C(=O)C(=C(C5=N4)C(=O)NC6C(OC(=O)C(N(C(=O)CN(C(=O)C7CCCN7C(=O)C(NC6=O)C(C)C)C)C)C(C)C)C)N)C. Cell line: T-47D. Synergy scores: CSS=9.93, Synergy_ZIP=13.4, Synergy_Bliss=19.3, Synergy_Loewe=9.68, Synergy_HSA=11.3. Drug 2: CC12CCC3C(C1CCC2O)C(CC4=C3C=CC(=C4)O)CCCCCCCCCS(=O)CCCC(C(F)(F)F)(F)F. (2) Drug 1: CCN(CC)CCNC(=O)C1=C(NC(=C1C)C=C2C3=C(C=CC(=C3)F)NC2=O)C. Drug 2: C1=NC2=C(N1)C(=S)N=CN2. Cell line: SN12C. Synergy scores: CSS=51.8, Synergy_ZIP=9.38, Synergy_Bliss=12.3, Synergy_Loewe=-8.37, Synergy_HSA=0.170. (3) Drug 1: CN(C)C1=NC(=NC(=N1)N(C)C)N(C)C. Drug 2: C1=NNC2=C1C(=O)NC=N2. Cell line: OVCAR3. Synergy scores: CSS=2.01, Synergy_ZIP=0.224, Synergy_Bliss=1.69, Synergy_Loewe=-2.38, Synergy_HSA=-1.13. (4) Drug 1: C1=NC2=C(N=C(N=C2N1C3C(C(C(O3)CO)O)F)Cl)N. Drug 2: N.N.Cl[Pt+2]Cl. Cell line: T-47D. Synergy scores: CSS=32.2, Synergy_ZIP=-9.78, Synergy_Bliss=-2.69, Synergy_Loewe=1.59, Synergy_HSA=2.00. (5) Drug 1: CC1C(C(CC(O1)OC2CC(CC3=C2C(=C4C(=C3O)C(=O)C5=C(C4=O)C(=CC=C5)OC)O)(C(=O)CO)O)N)O.Cl. Drug 2: CC(C)(C#N)C1=CC(=CC(=C1)CN2C=NC=N2)C(C)(C)C#N. Cell line: NCIH23. Synergy scores: CSS=47.6, Synergy_ZIP=2.02, Synergy_Bliss=6.21, Synergy_Loewe=6.34, Synergy_HSA=6.75. (6) Drug 1: C1=CC(=CC=C1CCCC(=O)O)N(CCCl)CCCl. Drug 2: CS(=O)(=O)CCNCC1=CC=C(O1)C2=CC3=C(C=C2)N=CN=C3NC4=CC(=C(C=C4)OCC5=CC(=CC=C5)F)Cl. Cell line: SR. Synergy scores: CSS=52.2, Synergy_ZIP=1.41, Synergy_Bliss=0.651, Synergy_Loewe=-1.65, Synergy_HSA=1.43. (7) Cell line: SW-620. Drug 2: N.N.Cl[Pt+2]Cl. Drug 1: CCN(CC)CCCC(C)NC1=C2C=C(C=CC2=NC3=C1C=CC(=C3)Cl)OC. Synergy scores: CSS=60.1, Synergy_ZIP=-0.929, Synergy_Bliss=-2.79, Synergy_Loewe=-15.2, Synergy_HSA=3.33. (8) Drug 1: CS(=O)(=O)C1=CC(=C(C=C1)C(=O)NC2=CC(=C(C=C2)Cl)C3=CC=CC=N3)Cl. Drug 2: CN(C(=O)NC(C=O)C(C(C(CO)O)O)O)N=O. Cell line: HOP-62. Synergy scores: CSS=-1.89, Synergy_ZIP=-1.45, Synergy_Bliss=-4.57, Synergy_Loewe=-5.84, Synergy_HSA=-5.84.